From a dataset of NCI-60 drug combinations with 297,098 pairs across 59 cell lines. Regression. Given two drug SMILES strings and cell line genomic features, predict the synergy score measuring deviation from expected non-interaction effect. (1) Drug 1: CC1=C2C(C(=O)C3(C(CC4C(C3C(C(C2(C)C)(CC1OC(=O)C(C(C5=CC=CC=C5)NC(=O)OC(C)(C)C)O)O)OC(=O)C6=CC=CC=C6)(CO4)OC(=O)C)OC)C)OC. Drug 2: CC1=C(N=C(N=C1N)C(CC(=O)N)NCC(C(=O)N)N)C(=O)NC(C(C2=CN=CN2)OC3C(C(C(C(O3)CO)O)O)OC4C(C(C(C(O4)CO)O)OC(=O)N)O)C(=O)NC(C)C(C(C)C(=O)NC(C(C)O)C(=O)NCCC5=NC(=CS5)C6=NC(=CS6)C(=O)NCCC[S+](C)C)O. Cell line: HL-60(TB). Synergy scores: CSS=85.0, Synergy_ZIP=14.9, Synergy_Bliss=13.9, Synergy_Loewe=-17.8, Synergy_HSA=14.0. (2) Drug 1: CC(C1=C(C=CC(=C1Cl)F)Cl)OC2=C(N=CC(=C2)C3=CN(N=C3)C4CCNCC4)N. Drug 2: CC(C)CN1C=NC2=C1C3=CC=CC=C3N=C2N. Cell line: LOX IMVI. Synergy scores: CSS=0.528, Synergy_ZIP=-3.05, Synergy_Bliss=-7.58, Synergy_Loewe=-8.00, Synergy_HSA=-6.05. (3) Drug 1: CN(CC1=CN=C2C(=N1)C(=NC(=N2)N)N)C3=CC=C(C=C3)C(=O)NC(CCC(=O)O)C(=O)O. Drug 2: C1CN(P(=O)(OC1)NCCCl)CCCl. Cell line: SK-MEL-28. Synergy scores: CSS=26.8, Synergy_ZIP=-4.12, Synergy_Bliss=1.69, Synergy_Loewe=-28.3, Synergy_HSA=0.295. (4) Drug 2: COC1=C2C(=CC3=C1OC=C3)C=CC(=O)O2. Synergy scores: CSS=27.7, Synergy_ZIP=-8.23, Synergy_Bliss=-3.19, Synergy_Loewe=-22.2, Synergy_HSA=-3.95. Cell line: SN12C. Drug 1: CN(CCCl)CCCl.Cl. (5) Drug 1: CC1=C(C=C(C=C1)NC2=NC=CC(=N2)N(C)C3=CC4=NN(C(=C4C=C3)C)C)S(=O)(=O)N.Cl. Drug 2: CC1C(C(CC(O1)OC2CC(CC3=C2C(=C4C(=C3O)C(=O)C5=C(C4=O)C(=CC=C5)OC)O)(C(=O)CO)O)N)O.Cl. Cell line: HL-60(TB). Synergy scores: CSS=54.1, Synergy_ZIP=9.36, Synergy_Bliss=8.42, Synergy_Loewe=-1.72, Synergy_HSA=7.97. (6) Drug 1: C1CCC(C1)C(CC#N)N2C=C(C=N2)C3=C4C=CNC4=NC=N3. Drug 2: CC(C)CN1C=NC2=C1C3=CC=CC=C3N=C2N. Cell line: MDA-MB-435. Synergy scores: CSS=-9.23, Synergy_ZIP=3.94, Synergy_Bliss=-0.548, Synergy_Loewe=-5.36, Synergy_HSA=-6.77.